Dataset: Merck oncology drug combination screen with 23,052 pairs across 39 cell lines. Task: Regression. Given two drug SMILES strings and cell line genomic features, predict the synergy score measuring deviation from expected non-interaction effect. (1) Drug 1: O=C(O)C1(Cc2cccc(Nc3nccs3)n2)CCC(Oc2cccc(Cl)c2F)CC1. Drug 2: COC1CC2CCC(C)C(O)(O2)C(=O)C(=O)N2CCCCC2C(=O)OC(C(C)CC2CCC(OP(C)(C)=O)C(OC)C2)CC(=O)C(C)C=C(C)C(O)C(OC)C(=O)C(C)CC(C)C=CC=CC=C1C. Cell line: PA1. Synergy scores: synergy=6.07. (2) Drug 1: O=C(CCCCCCC(=O)Nc1ccccc1)NO. Drug 2: Cn1c(=O)n(-c2ccc(C(C)(C)C#N)cc2)c2c3cc(-c4cnc5ccccc5c4)ccc3ncc21. Cell line: CAOV3. Synergy scores: synergy=42.9. (3) Drug 1: C=CCn1c(=O)c2cnc(Nc3ccc(N4CCN(C)CC4)cc3)nc2n1-c1cccc(C(C)(C)O)n1. Drug 2: CS(=O)(=O)CCNCc1ccc(-c2ccc3ncnc(Nc4ccc(OCc5cccc(F)c5)c(Cl)c4)c3c2)o1. Cell line: LOVO. Synergy scores: synergy=23.4. (4) Drug 1: CN(Cc1cnc2nc(N)nc(N)c2n1)c1ccc(C(=O)NC(CCC(=O)O)C(=O)O)cc1. Drug 2: N#Cc1ccc(Cn2cncc2CN2CCN(c3cccc(Cl)c3)C(=O)C2)cc1. Cell line: CAOV3. Synergy scores: synergy=-4.93. (5) Cell line: RKO. Drug 1: COc1cc(C2c3cc4c(cc3C(OC3OC5COC(C)OC5C(O)C3O)C3COC(=O)C23)OCO4)cc(OC)c1O. Synergy scores: synergy=34.5. Drug 2: COC1CC2CCC(C)C(O)(O2)C(=O)C(=O)N2CCCCC2C(=O)OC(C(C)CC2CCC(OP(C)(C)=O)C(OC)C2)CC(=O)C(C)C=C(C)C(O)C(OC)C(=O)C(C)CC(C)C=CC=CC=C1C. (6) Drug 1: O=S1(=O)NC2(CN1CC(F)(F)F)C1CCC2Cc2cc(C=CCN3CCC(C(F)(F)F)CC3)ccc2C1. Drug 2: CCc1c2c(nc3ccc(O)cc13)-c1cc3c(c(=O)n1C2)COC(=O)C3(O)CC. Cell line: NCIH2122. Synergy scores: synergy=6.76. (7) Synergy scores: synergy=-10.8. Cell line: PA1. Drug 1: CN1C(=O)C=CC2(C)C3CCC4(C)C(NC(=O)OCC(F)(F)F)CCC4C3CCC12. Drug 2: COc1cc(C2c3cc4c(cc3C(OC3OC5COC(C)OC5C(O)C3O)C3COC(=O)C23)OCO4)cc(OC)c1O.